This data is from Forward reaction prediction with 1.9M reactions from USPTO patents (1976-2016). The task is: Predict the product of the given reaction. (1) Given the reactants [C:1]([Si:5]([O:8][C@@H:9]1[C:17]2[C:12](=[C:13](I)[CH:14]=[CH:15][CH:16]=2)[CH2:11][CH2:10]1)([CH3:7])[CH3:6])([CH3:4])([CH3:3])[CH3:2].C([O-])([O-])=O.[K+].[K+].[OH:25][C:26]1[CH:31]=[CH:30][CH:29]=[CH:28][N:27]=1.COC1C2C(=C3C(=CC=2)C(OC)=CC=N3)N=CC=1, predict the reaction product. The product is: [C:1]([Si:5]([CH3:7])([CH3:6])[O:8][C@@H:9]1[C:17]2[C:12](=[C:13]([N:27]3[CH:28]=[CH:29][CH:30]=[CH:31][C:26]3=[O:25])[CH:14]=[CH:15][CH:16]=2)[CH2:11][CH2:10]1)([CH3:4])([CH3:3])[CH3:2]. (2) Given the reactants [CH3:1][CH:2]([O:9][C:10](=O)[C:11]([O:13][CH2:14][CH3:15])=[O:12])[C:3](=O)[C:4]([CH3:7])([CH3:6])[CH3:5].FC(F)(F)C([O-])=O.[NH4+:24], predict the reaction product. The product is: [CH2:14]([O:13][C:11]([C:10]1[O:9][C:2]([CH3:1])=[C:3]([C:4]([CH3:7])([CH3:6])[CH3:5])[N:24]=1)=[O:12])[CH3:15]. (3) Given the reactants [F:1][C:2]([F:13])([F:12])[O:3][C:4]1[CH:11]=[CH:10][C:7]([CH2:8][NH2:9])=[CH:6][CH:5]=1.[CH2:14]1[CH2:20][S:17](=[O:19])(=[O:18])[O:16][CH2:15]1, predict the reaction product. The product is: [F:1][C:2]([F:12])([F:13])[O:3][C:4]1[CH:11]=[CH:10][C:7]([CH2:8][NH:9][CH2:15][CH2:14][CH2:20][S:17]([OH:19])(=[O:18])=[O:16])=[CH:6][CH:5]=1. (4) Given the reactants Cl[C:2]1[C:11]2[C:6](=[CH:7][C:8]([O:14][CH2:15][CH2:16][CH2:17][N:18]3[CH2:23][CH2:22][N:21]([CH3:24])[CH2:20][CH2:19]3)=[C:9]([O:12][CH3:13])[CH:10]=2)[N:5]=[CH:4][N:3]=1.[Br:25][C:26]1[C:31]([NH2:32])=[C:30]2[O:33][CH2:34][O:35][C:29]2=[CH:28][CH:27]=1, predict the reaction product. The product is: [Br:25][C:26]1[C:31]([NH:32][C:2]2[C:11]3[C:6](=[CH:7][C:8]([O:14][CH2:15][CH2:16][CH2:17][N:18]4[CH2:23][CH2:22][N:21]([CH3:24])[CH2:20][CH2:19]4)=[C:9]([O:12][CH3:13])[CH:10]=3)[N:5]=[CH:4][N:3]=2)=[C:30]2[O:33][CH2:34][O:35][C:29]2=[CH:28][CH:27]=1. (5) Given the reactants C([O:3][C:4](=[O:36])[CH2:5][N:6]1[CH2:11][CH2:10][N:9]([CH2:12][C:13]2[S:17][C:16]([C:18]3[NH:19][C:20]4[C:25]([CH:26]=3)=[CH:24][CH:23]=[CH:22][C:21]=4[NH:27][S:28]([C:31]3[S:32][CH:33]=[CH:34][CH:35]=3)(=[O:30])=[O:29])=[N:15][CH:14]=2)[CH2:8][CH2:7]1)C.[OH-].[Na+].C(O)(=O)CC(CC(O)=O)(C(O)=O)O.[Cl-].[Na+], predict the reaction product. The product is: [S:32]1[CH:33]=[CH:34][CH:35]=[C:31]1[S:28]([NH:27][C:21]1[CH:22]=[CH:23][CH:24]=[C:25]2[C:20]=1[NH:19][C:18]([C:16]1[S:17][C:13]([CH2:12][N:9]3[CH2:10][CH2:11][N:6]([CH2:5][C:4]([OH:36])=[O:3])[CH2:7][CH2:8]3)=[CH:14][N:15]=1)=[CH:26]2)(=[O:29])=[O:30].